From a dataset of Catalyst prediction with 721,799 reactions and 888 catalyst types from USPTO. Predict which catalyst facilitates the given reaction. (1) Reactant: [Br:1][C:2]1[CH:3]=[C:4]([CH:32]=[CH:33][C:34]=1[C:35]1[N:39]([CH3:40])[N:38]=[CH:37][CH:36]=1)[C:5]([NH:7][C@@H:8]([CH2:21][C:22]1[CH:27]=[CH:26][CH:25]=[CH:24][C:23]=1[C:28]([F:31])([F:30])[F:29])[CH2:9][N:10]1C(=O)C2C(=CC=CC=2)C1=O)=[O:6].NN. Product: [NH2:10][CH2:9][C@@H:8]([NH:7][C:5](=[O:6])[C:4]1[CH:32]=[CH:33][C:34]([C:35]2[N:39]([CH3:40])[N:38]=[CH:37][CH:36]=2)=[C:2]([Br:1])[CH:3]=1)[CH2:21][C:22]1[CH:27]=[CH:26][CH:25]=[CH:24][C:23]=1[C:28]([F:31])([F:30])[F:29]. The catalyst class is: 92. (2) Reactant: [NH:1]([C:8]([O:10][C:11]([CH3:14])([CH3:13])[CH3:12])=[O:9])[C:2]([C:5]([OH:7])=O)([CH3:4])[CH3:3].C(N1[CH:26]=[CH:25]N=C1)(N1C=CN=C1)=O.[Cl-].[Mg+2].[Cl-].C(O)(=O)[CH2:31][C:32]([OH:34])=[O:33].C([K])C. Product: [C:11]([O:10][C:8]([NH:1][C:2]([CH3:3])([CH3:4])[C:5](=[O:7])[CH2:31][C:32]([O:34][CH2:25][CH3:26])=[O:33])=[O:9])([CH3:14])([CH3:13])[CH3:12]. The catalyst class is: 674.